Binary Classification. Given a drug SMILES string, predict its activity (active/inactive) in a high-throughput screening assay against a specified biological target. From a dataset of Orexin1 receptor HTS with 218,158 compounds and 233 confirmed actives. (1) The drug is S(c1nc2n(c3c(c2nn1)cccc3)CCC)CC(=O)Nc1ncccn1. The result is 0 (inactive). (2) The molecule is s1c(CN2CCOCC2)cnc1Oc1ccc(cc1)C. The result is 0 (inactive).